From a dataset of Forward reaction prediction with 1.9M reactions from USPTO patents (1976-2016). Predict the product of the given reaction. (1) Given the reactants [C:1]([O:5][C:6](=[O:14])[NH:7][CH:8]1[CH2:13][CH2:12][NH:11][CH2:10][CH2:9]1)([CH3:4])([CH3:3])[CH3:2].[C:15](O)(=O)[CH3:16].[CH3:19]O, predict the reaction product. The product is: [C:1]([O:5][C:6](=[O:14])[NH:7][CH:8]1[CH2:13][CH2:12][N:11]([CH:15]([CH3:16])[CH3:19])[CH2:10][CH2:9]1)([CH3:4])([CH3:2])[CH3:3]. (2) Given the reactants [O:1]1[CH2:6][CH2:5][N:4]([C:7]2[N:12]=[C:11]([N:13]3[CH2:18][CH2:17][O:16][CH2:15][CH2:14]3)[N:10]=[C:9]([C:19]3[CH:25]=[CH:24][C:22]([NH2:23])=[CH:21][CH:20]=3)[N:8]=2)[CH2:3][CH2:2]1.[NH:26]1[CH2:30][CH2:29][NH:28][C:27]1=S, predict the reaction product. The product is: [N:4]1([C:7]2[N:12]=[C:11]([N:13]3[CH2:18][CH2:17][O:16][CH2:15][CH2:14]3)[N:10]=[C:9]([C:19]3[CH:25]=[CH:24][C:22]([NH:23][C:27]4[NH:28][CH2:29][CH2:30][N:26]=4)=[CH:21][CH:20]=3)[N:8]=2)[CH2:5][CH2:6][O:1][CH2:2][CH2:3]1. (3) Given the reactants [CH3:1][C:2]1[CH:3]=[C:4]([CH:8]=[C:9]([C:11]([O:13][CH3:14])=[O:12])[CH:10]=1)[C:5]([OH:7])=O.CN(C(ON1N=NC2C=CC=CC1=2)=[N+](C)C)C.F[P-](F)(F)(F)(F)F.Cl.[NH2:40][CH2:41][C:42]1[C:47]([CH2:48][CH3:49])=[N:46][C:45]2[N:50]([CH2:53][CH3:54])[N:51]=[CH:52][C:44]=2[C:43]=1[NH:55][CH:56]1[CH2:61][CH2:60][O:59][CH2:58][CH2:57]1, predict the reaction product. The product is: [CH2:53]([N:50]1[C:45]2=[N:46][C:47]([CH2:48][CH3:49])=[C:42]([CH2:41][NH:40][C:5]([C:4]3[CH:8]=[C:9]([CH:10]=[C:2]([CH3:1])[CH:3]=3)[C:11]([O:13][CH3:14])=[O:12])=[O:7])[C:43]([NH:55][CH:56]3[CH2:57][CH2:58][O:59][CH2:60][CH2:61]3)=[C:44]2[CH:52]=[N:51]1)[CH3:54]. (4) Given the reactants Br[C:2]1[C:3]([Cl:22])=[C:4]([N:8]2[C:17](=[O:18])[C:16]3[C:11](=[C:12]([F:19])[CH:13]=[CH:14][CH:15]=3)[N:10]([CH3:20])[C:9]2=[O:21])[CH:5]=[CH:6][CH:7]=1.[CH3:23][C:24]1([CH3:40])[C:28]([CH3:30])([CH3:29])[O:27][B:26]([B:26]2[O:27][C:28]([CH3:30])([CH3:29])[C:24]([CH3:40])([CH3:23])[O:25]2)[O:25]1.C([O-])(=O)C.[K+], predict the reaction product. The product is: [Cl:22][C:3]1[C:2]([B:26]2[O:27][C:28]([CH3:30])([CH3:29])[C:24]([CH3:40])([CH3:23])[O:25]2)=[CH:7][CH:6]=[CH:5][C:4]=1[N:8]1[C:17](=[O:18])[C:16]2[C:11](=[C:12]([F:19])[CH:13]=[CH:14][CH:15]=2)[N:10]([CH3:20])[C:9]1=[O:21]. (5) The product is: [Br:1][CH2:2][C:3](=[CH2:29])[C@H:4]([O:21][Si:22]([C:25]([CH3:28])([CH3:27])[CH3:26])([CH3:24])[CH3:23])[CH2:5][C@@:6]12[CH2:14][CH2:13][CH2:12][C@@H:11]([C:15]#[N:30])[C@@H:10]1[C:9]1([O:20][CH2:19][CH2:18][O:17]1)[CH2:8][CH2:7]2. Given the reactants [Br:1][CH2:2][C:3](=[CH2:29])[C@H:4]([O:21][Si:22]([C:25]([CH3:28])([CH3:27])[CH3:26])([CH3:24])[CH3:23])[CH2:5][C:6]12[CH2:14][CH2:13][CH2:12][CH:11]([CH:15]=O)[CH:10]1[C:9]1([O:20][CH2:19][CH2:18][O:17]1)[CH2:8][CH2:7]2.[NH2:30][C@H](C([O-])=O)CO.[Na+].C(OCC)(=O)C, predict the reaction product.